Dataset: Forward reaction prediction with 1.9M reactions from USPTO patents (1976-2016). Task: Predict the product of the given reaction. (1) Given the reactants Br[C:2]1[S:3][C:4]2[CH2:5][C:6]3[C:12]([C:13]4[CH:18]=[CH:17][C:16]([O:19][CH3:20])=[CH:15][CH:14]=4)=[N:11][N:10]([CH2:21][O:22][CH2:23][CH2:24][Si:25]([CH3:28])([CH3:27])[CH3:26])[C:7]=3[C:8]=2[CH:9]=1.[CH3:29][O:30][C:31]1[CH:36]=[CH:35][C:34](B2OC(C)(C)C(C)(C)O2)=[CH:33][CH:32]=1.C([O-])([O-])=O.[Na+].[Na+], predict the reaction product. The product is: [CH3:29][O:30][C:31]1[CH:36]=[CH:35][C:34]([C:2]2[S:3][C:4]3[CH2:5][C:6]4[C:12]([C:13]5[CH:18]=[CH:17][C:16]([O:19][CH3:20])=[CH:15][CH:14]=5)=[N:11][N:10]([CH2:21][O:22][CH2:23][CH2:24][Si:25]([CH3:26])([CH3:28])[CH3:27])[C:7]=4[C:8]=3[CH:9]=2)=[CH:33][CH:32]=1. (2) The product is: [C:36]([N:4]1[CH2:5][CH2:6][C@H:2]([OH:1])[C@H:3]1[C:7]([O:9][CH2:10][C:11]1[CH:16]=[CH:15][CH:14]=[CH:13][CH:12]=1)=[O:8])([C:49]1[CH:54]=[CH:53][CH:52]=[CH:51][CH:50]=1)([C:43]1[CH:48]=[CH:47][CH:46]=[CH:45][CH:44]=1)[C:37]1[CH:42]=[CH:41][CH:40]=[CH:39][CH:38]=1. Given the reactants [OH:1][C@H:2]1[CH2:6][CH2:5][NH:4][C@@H:3]1[C:7]([OH:9])=[O:8].[CH2:10](O)[C:11]1[CH:16]=[CH:15][CH:14]=[CH:13][CH:12]=1.CC1C=CC(S(O)(=O)=O)=CC=1.Cl[Si](C)(C)C.CO.[C:36](Cl)([C:49]1[CH:54]=[CH:53][CH:52]=[CH:51][CH:50]=1)([C:43]1[CH:48]=[CH:47][CH:46]=[CH:45][CH:44]=1)[C:37]1[CH:42]=[CH:41][CH:40]=[CH:39][CH:38]=1, predict the reaction product. (3) Given the reactants [Cl:1][C:2]1[CH:7]=[CH:6][C:5]([C@:8]2([O:26][C@H:25]([CH2:27][O:28]C(=O)C)[C@@H:20]([O:21]C(=O)C)[C@H:15]([O:16]C(=O)C)[C@H:10]2[O:11]C(=O)C)[OH:9])=[CH:4][C:3]=1[CH2:32][C:33]1[CH:38]=[CH:37][C:36]([C:39]#[C:40][C:41]2[CH:45]=[CH:44][S:43][CH:42]=2)=[CH:35][CH:34]=1.[OH-].[K+].Cl, predict the reaction product. The product is: [Cl:1][C:2]1[CH:7]=[CH:6][C:5]([C@:8]2([O:26][C@H:25]([CH2:27][OH:28])[C@@H:20]([OH:21])[C@H:15]([OH:16])[C@H:10]2[OH:11])[OH:9])=[CH:4][C:3]=1[CH2:32][C:33]1[CH:38]=[CH:37][C:36]([C:39]#[C:40][C:41]2[CH:45]=[CH:44][S:43][CH:42]=2)=[CH:35][CH:34]=1. (4) Given the reactants N1C2C(=CC=CC=2)C(C2CCC(=O)CC2)=C1.O1[C:21]2([CH2:26][CH2:25][CH:24]([C:27]3[C:35]4[C:30](=[CH:31][CH:32]=[C:33]([Br:36])[CH:34]=4)[NH:29][CH:28]=3)[CH2:23][CH2:22]2)[O:20]CC1, predict the reaction product. The product is: [Br:36][C:33]1[CH:34]=[C:35]2[C:30](=[CH:31][CH:32]=1)[NH:29][CH:28]=[C:27]2[CH:24]1[CH2:23][CH2:22][C:21](=[O:20])[CH2:26][CH2:25]1. (5) Given the reactants [CH3:1][N:2]([CH3:10])[C:3]1[CH:8]=[CH:7][N:6]=[C:5]([NH2:9])[CH:4]=1.Br[CH2:12][C:13]([C:15]1[CH:20]=[CH:19][C:18]([N:21]([CH3:23])[CH3:22])=[CH:17][CH:16]=1)=O, predict the reaction product. The product is: [CH3:22][N:21]([CH3:23])[C:18]1[CH:19]=[CH:20][C:15]([C:13]2[N:9]=[C:5]3[CH:4]=[C:3]([N:2]([CH3:10])[CH3:1])[CH:8]=[CH:7][N:6]3[CH:12]=2)=[CH:16][CH:17]=1. (6) Given the reactants [OH:1][C:2]([CH3:32])([CH3:31])[CH2:3][C@@:4]1([CH:28]([CH3:30])[CH3:29])[O:9][C:8](=[O:10])[N:7]([C@H:11]([C:13]2[CH:18]=[CH:17][C:16](B3OC(C)(C)C(C)(C)O3)=[CH:15][CH:14]=2)[CH3:12])[CH2:6][CH2:5]1.Br[C:34]1[CH:35]=[N:36][C:37]([C:40]([OH:42])=[O:41])=[N:38][CH:39]=1, predict the reaction product. The product is: [OH:1][C:2]([CH3:31])([CH3:32])[CH2:3][C@@:4]1([CH:28]([CH3:30])[CH3:29])[O:9][C:8](=[O:10])[N:7]([C@H:11]([C:13]2[CH:18]=[CH:17][C:16]([C:34]3[CH:35]=[N:36][C:37]([C:40]([OH:42])=[O:41])=[N:38][CH:39]=3)=[CH:15][CH:14]=2)[CH3:12])[CH2:6][CH2:5]1. (7) Given the reactants [F:1][C:2]([F:26])([C:7]([F:25])([F:24])[C:8]([F:23])([F:22])[C:9]([F:21])([F:20])[C:10]([F:19])([F:18])[C:11]([F:17])([F:16])C(F)(F)F)C(OC)=O.FC(F)(C(F)(F)C(F)(F)C(F)(F)C(F)(F)C(F)(F)C(F)(F)C(F)(F)F)[C:29]([O:31][CH3:32])=[O:30].[F:56]C(F)(C(F)(F)C(F)(F)C(F)(F)C(F)(F)C(F)(F)C(F)(F)C(F)(F)C(F)(F)F)C(OC)=O.FC(F)(C(F)(F)C(F)(F)C(F)(F)C(F)(F)C(F)(F)C(F)(F)C(F)(F)C(F)(F)C(F)(F)F)C(OC)=O.FC(F)(C(F)(F)C(F)(F)C(F)(F)C(F)(F)C(F)(F)C(F)(F)C(F)(F)C(F)(F)C(F)(F)C(F)(F)F)C(OC)=O.FC(F)(C(F)(F)C(F)(F)C(F)(F)C(F)(F)C(F)(F)C(F)(F)C(F)(F)C(F)(F)C(F)(F)C(F)(F)C(F)(F)F)C(OC)=O.FC(F)(C(F)(F)C(F)(F)C(F)(F)C(F)(F)C(F)(F)C(F)(F)C(F)(F)C(F)(F)C(F)(F)C(F)(F)C(F)(F)C(F)(F)F)C(OC)=O.FC(F)(C(F)(F)C(F)(F)C(F)(F)C(F)(F)C(F)(F)C(F)(F)C(F)(F)C(F)(F)C(F)(F)C(F)(F)C(F)(F)C(F)(F)C(F)(F)F)C(OC)=O, predict the reaction product. The product is: [F:17][C:11]([F:16])([C:10]([F:19])([F:18])[C:9]([F:20])([F:21])[C:8]([F:23])([F:22])[C:7]([F:24])([F:25])[C:2]([F:56])([F:1])[F:26])[C:29]([O:31][CH3:32])=[O:30]. (8) Given the reactants [C:1]([O:5][C:6]([N:8]1[CH2:13][C:12]([CH3:15])([CH3:14])[N:11]([C:16]([C:18]2[C:19]3[CH:41]=[N:40][N:39]([CH:42]4[CH2:47][CH2:46][CH2:45][CH2:44][O:43]4)[C:20]=3[N:21]=[C:22]([C:24]3[CH:29]=[CH:28][C:27]([O:30]CC4C=CC=CC=4)=[CH:26][C:25]=3[F:38])[CH:23]=2)=[O:17])[CH2:10][CH:9]1[CH:48]([CH3:50])[CH3:49])=[O:7])([CH3:4])([CH3:3])[CH3:2], predict the reaction product. The product is: [C:1]([O:5][C:6]([N:8]1[CH2:13][C:12]([CH3:15])([CH3:14])[N:11]([C:16]([C:18]2[C:19]3[CH:41]=[N:40][N:39]([CH:42]4[CH2:47][CH2:46][CH2:45][CH2:44][O:43]4)[C:20]=3[N:21]=[C:22]([C:24]3[CH:29]=[CH:28][C:27]([OH:30])=[CH:26][C:25]=3[F:38])[CH:23]=2)=[O:17])[CH2:10][CH:9]1[CH:48]([CH3:50])[CH3:49])=[O:7])([CH3:2])([CH3:3])[CH3:4].